From a dataset of Forward reaction prediction with 1.9M reactions from USPTO patents (1976-2016). Predict the product of the given reaction. (1) Given the reactants Br[C:2]1[CH:7]=[CH:6][C:5]([C:8]([CH3:17])([CH3:16])[C:9]([NH:11][CH2:12][CH:13]([CH3:15])[CH3:14])=[O:10])=[CH:4][CH:3]=1.[CH:18]([O:21][C:22]1[CH:23]=[C:24](B(O)O)[CH:25]=[CH:26][CH:27]=1)([CH3:20])[CH3:19], predict the reaction product. The product is: [CH2:12]([NH:11][C:9](=[O:10])[C:8]([C:5]1[CH:6]=[CH:7][C:2]([C:26]2[CH:25]=[CH:24][CH:23]=[C:22]([O:21][CH:18]([CH3:20])[CH3:19])[CH:27]=2)=[CH:3][CH:4]=1)([CH3:17])[CH3:16])[CH:13]([CH3:15])[CH3:14]. (2) Given the reactants [CH3:1][N:2]([C@@H:4]1[C:22](=[O:23])[C:21]([C:24]([NH2:26])=[O:25])=[C:20]([OH:27])[C@:19]2([OH:28])[C@H:5]1[CH2:6][C@H:7]1[C:16]([C:17]2=[O:18])=[C:15]([OH:29])[C:14]2[C:9](=[C:10](I)[CH:11]=[CH:12][C:13]=2[OH:30])[CH2:8]1)[CH3:3], predict the reaction product. The product is: [CH3:1][N:2]([C@@H:4]1[C:22](=[O:23])[C:21]([C:24]([NH2:26])=[O:25])=[C:20]([OH:27])[C@:19]2([OH:28])[C@H:5]1[CH2:6][C@H:7]1[C:16]([C:17]2=[O:18])=[C:15]([OH:29])[C:14]2[C:9](=[C:10]([C:4]3[CH:22]=[CH:21][CH:20]=[CH:19][CH:5]=3)[CH:11]=[CH:12][C:13]=2[OH:30])[CH2:8]1)[CH3:3]. (3) The product is: [ClH:24].[CH3:21][O:20][C:16]1[CH:15]=[C:14]2[C:19](=[CH:18][CH:17]=1)[CH:1]=[N:3][CH2:4][CH:5]2[CH2:6][CH2:7][CH2:8][C:9]([O:11][CH2:12][CH3:13])=[O:10]. Given the reactants [CH:1]([NH:3][CH2:4][CH:5]([C:14]1[CH:19]=[CH:18][CH:17]=[C:16]([O:20][CH3:21])[CH:15]=1)[CH2:6][CH2:7][CH2:8][C:9]([O:11][CH2:12][CH3:13])=[O:10])=O.P(Cl)(Cl)([Cl:24])=O.Cl, predict the reaction product. (4) The product is: [NH:36]1[C:32]([C:27]2[CH:28]=[CH:29][CH:30]=[CH:31][C:26]=2[C:22]2[CH:21]=[C:20]3[C:25](=[CH:24][CH:23]=2)[C@@H:17]([N:16]2[C:6]4=[N:7][C:8]([CH2:12][CH:13]([OH:15])[CH3:14])=[CH:9][C:10]([CH3:11])=[C:5]4[N:4]=[C:3]2[CH2:1][CH3:2])[CH2:18][CH2:19]3)=[N:33][N:34]=[N:35]1. Given the reactants [CH2:1]([C:3]1[N:16]([C@@H:17]2[C:25]3[C:20](=[CH:21][C:22]([C:26]4[CH:31]=[CH:30][CH:29]=[CH:28][C:27]=4[C:32]4[N:36](C(C5C=CC=CC=5)(C5C=CC=CC=5)C5C=CC=CC=5)[N:35]=[N:34][N:33]=4)=[CH:23][CH:24]=3)[CH2:19][CH2:18]2)[C:6]2=[N:7][C:8]([CH2:12][CH:13]([OH:15])[CH3:14])=[CH:9][C:10]([CH3:11])=[C:5]2[N:4]=1)[CH3:2], predict the reaction product. (5) The product is: [Cl:12][C:5]1[C:6]([N:8]([CH2:10][CH3:11])[CH3:9])=[N:7][C:2]([O:23][C:19]2[CH:20]=[C:21]([CH3:22])[C:16]([N+:13]([O-:15])=[O:14])=[CH:17][C:18]=2[CH3:24])=[N:3][CH:4]=1. Given the reactants Cl[C:2]1[N:7]=[C:6]([N:8]([CH2:10][CH3:11])[CH3:9])[C:5]([Cl:12])=[CH:4][N:3]=1.[N+:13]([C:16]1[C:21]([CH3:22])=[CH:20][C:19]([OH:23])=[C:18]([CH3:24])[CH:17]=1)([O-:15])=[O:14].C(=O)([O-])[O-].[K+].[K+].O, predict the reaction product.